This data is from Forward reaction prediction with 1.9M reactions from USPTO patents (1976-2016). The task is: Predict the product of the given reaction. (1) The product is: [CH:1]([O:4][C:5]1[CH:21]=[CH:20][C:8]([O:9][C:10]2[S:11][C:12]([C:15]3[S:16][C:17]([CH:27]([OH:29])[CH3:28])=[CH:18][CH:19]=3)=[N:13][N:14]=2)=[CH:7][CH:6]=1)([CH3:3])[CH3:2]. Given the reactants [CH:1]([O:4][C:5]1[CH:21]=[CH:20][C:8]([O:9][C:10]2[S:11][C:12]([C:15]3[S:16][CH:17]=[CH:18][CH:19]=3)=[N:13][N:14]=2)=[CH:7][CH:6]=1)([CH3:3])[CH3:2].C([Li])CCC.[CH:27](=[O:29])[CH3:28].Cl, predict the reaction product. (2) Given the reactants C(O)(C(F)(F)F)=O.[S:8]1[CH:12]=[CH:11][N:10]=[C:9]1[C:13]([N:15]1[CH2:20][CH2:19][CH:18]([CH:21]2[CH2:24][N:23](C(OC(C)(C)C)=O)[CH2:22]2)[CH2:17][CH2:16]1)=[O:14], predict the reaction product. The product is: [NH:23]1[CH2:22][CH:21]([CH:18]2[CH2:17][CH2:16][N:15]([C:13]([C:9]3[S:8][CH:12]=[CH:11][N:10]=3)=[O:14])[CH2:20][CH2:19]2)[CH2:24]1. (3) Given the reactants [C:1]1(=[O:17])[N:5]([CH2:6][CH2:7][S:8](Cl)(=[O:10])=[O:9])[C:4](=[O:12])[C:3]2=[CH:13][CH:14]=[CH:15][CH:16]=[C:2]12.[CH3:18][NH2:19], predict the reaction product. The product is: [C:4]1(=[O:12])[N:5]([CH2:6][CH3:7])[C:1](=[O:17])[C:2]2=[CH:16][CH:15]=[CH:14][CH:13]=[C:3]12.[CH3:18][NH:19][SH:8](=[O:9])=[O:10]. (4) Given the reactants [NH:1]1[C:9]2[C:4](=[CH:5][CH:6]=[CH:7][C:8]=2[NH2:10])[CH:3]=[N:2]1, predict the reaction product. The product is: [NH:1]1[C:9]2[CH:8]([NH2:10])[CH2:7][CH2:6][CH2:5][C:4]=2[CH:3]=[N:2]1.